Dataset: NCI-60 drug combinations with 297,098 pairs across 59 cell lines. Task: Regression. Given two drug SMILES strings and cell line genomic features, predict the synergy score measuring deviation from expected non-interaction effect. (1) Drug 1: C1CN1P(=S)(N2CC2)N3CC3. Drug 2: CC1CCC2CC(C(=CC=CC=CC(CC(C(=O)C(C(C(=CC(C(=O)CC(OC(=O)C3CCCCN3C(=O)C(=O)C1(O2)O)C(C)CC4CCC(C(C4)OC)O)C)C)O)OC)C)C)C)OC. Cell line: SF-295. Synergy scores: CSS=5.62, Synergy_ZIP=4.47, Synergy_Bliss=12.2, Synergy_Loewe=4.74, Synergy_HSA=0.414. (2) Drug 1: CN1C(=O)N2C=NC(=C2N=N1)C(=O)N. Drug 2: CCC1(C2=C(COC1=O)C(=O)N3CC4=CC5=C(C=CC(=C5CN(C)C)O)N=C4C3=C2)O.Cl. Cell line: NCIH23. Synergy scores: CSS=26.4, Synergy_ZIP=3.06, Synergy_Bliss=3.96, Synergy_Loewe=-14.2, Synergy_HSA=3.20.